This data is from Forward reaction prediction with 1.9M reactions from USPTO patents (1976-2016). The task is: Predict the product of the given reaction. (1) Given the reactants [O:1]1[CH2:6][CH2:5][N:4]([C:7]([C:9]2[CH:17]=[CH:16][C:12]([C:13]([OH:15])=O)=[CH:11][CH:10]=2)=[O:8])[CH2:3][CH2:2]1.C(N1C=CN=C1)([N:20]1C=CN=C1)=O.N[C@H]1C[C:35]([N:37]2[CH2:42][CH2:41][N:40](C)[CH2:39][CH2:38]2)=COC1.[O:44]1[C:49]2[CH:50]=[CH:51][CH:52]=[CH:53][C:48]=2[CH:47]=[CH:46][CH2:45]1, predict the reaction product. The product is: [CH3:35][N:37]1[CH2:42][CH2:41][N:40]([C:53]2[C:48]3[CH2:47][C@H:46]([NH:20][C:13](=[O:15])[C:12]4[CH:11]=[CH:10][C:9]([C:7]([N:4]5[CH2:3][CH2:2][O:1][CH2:6][CH2:5]5)=[O:8])=[CH:17][CH:16]=4)[CH2:45][O:44][C:49]=3[CH:50]=[CH:51][CH:52]=2)[CH2:39][CH2:38]1. (2) The product is: [Cl:1][C:2]1[CH:7]=[C:6]([CH3:8])[N:5]=[C:4]([C:9]([N:18]2[C:19]3[C:15](=[CH:14][C:13]([F:12])=[CH:21][CH:20]=3)[CH2:16][CH2:17]2)=[O:11])[CH:3]=1. Given the reactants [Cl:1][C:2]1[CH:7]=[C:6]([CH3:8])[N:5]=[C:4]([C:9]([OH:11])=O)[CH:3]=1.[F:12][C:13]1[CH:14]=[C:15]2[C:19](=[CH:20][CH:21]=1)[NH:18][CH2:17][CH2:16]2.CN(C(ON1N=NC2C=CC=CC1=2)=[N+](C)C)C.[B-](F)(F)(F)F, predict the reaction product.